This data is from NCI-60 drug combinations with 297,098 pairs across 59 cell lines. The task is: Regression. Given two drug SMILES strings and cell line genomic features, predict the synergy score measuring deviation from expected non-interaction effect. (1) Drug 1: C1CCC(C1)C(CC#N)N2C=C(C=N2)C3=C4C=CNC4=NC=N3. Drug 2: CC1CCCC2(C(O2)CC(NC(=O)CC(C(C(=O)C(C1O)C)(C)C)O)C(=CC3=CSC(=N3)C)C)C. Cell line: HS 578T. Synergy scores: CSS=0.751, Synergy_ZIP=3.49, Synergy_Bliss=8.68, Synergy_Loewe=-3.93, Synergy_HSA=2.44. (2) Drug 1: C1CN1C2=NC(=NC(=N2)N3CC3)N4CC4. Drug 2: C1=CC(=C2C(=C1NCCNCCO)C(=O)C3=C(C=CC(=C3C2=O)O)O)NCCNCCO. Cell line: TK-10. Synergy scores: CSS=34.1, Synergy_ZIP=-6.49, Synergy_Bliss=-6.98, Synergy_Loewe=0.779, Synergy_HSA=1.96.